This data is from Reaction yield outcomes from USPTO patents with 853,638 reactions. The task is: Predict the reaction yield, written as a fraction of the theoretical maximum amount of product (1.0 means a 100% yield; for example, 0.34 means a 34% yield). (1) The reactants are FC(F)(F)C(O)=O.C(Cl)Cl.C(OC([N:18]1[CH2:23][CH2:22][N:21]([C:24]2[C:25]3[C:39]([O:40][CH3:41])=[CH:38][N:37]=[CH:36][C:26]=3[N:27]=[C:28]([C:30]3[CH:35]=[CH:34][N:33]=[CH:32][CH:31]=3)[N:29]=2)[CH2:20][CH:19]1[C:42](=[O:51])[NH:43][CH2:44][C:45]1[CH:50]=[CH:49][CH:48]=[CH:47][CH:46]=1)=O)(C)(C)C. No catalyst specified. The product is [CH2:44]([NH:43][C:42]([CH:19]1[CH2:20][N:21]([C:24]2[C:25]3[C:39]([O:40][CH3:41])=[CH:38][N:37]=[CH:36][C:26]=3[N:27]=[C:28]([C:30]3[CH:35]=[CH:34][N:33]=[CH:32][CH:31]=3)[N:29]=2)[CH2:22][CH2:23][NH:18]1)=[O:51])[C:45]1[CH:50]=[CH:49][CH:48]=[CH:47][CH:46]=1. The yield is 0.990. (2) The reactants are [C:1]([NH:4][C:5]1[C:6]([Cl:17])=[N:7][C:8]([C:11]2[CH:16]=[CH:15][CH:14]=[CH:13][CH:12]=2)=[N:9][CH:10]=1)(=[O:3])[CH3:2].Cl.[NH2:19][C@H:20]([C:25]([OH:27])=[O:26])C(C)(C)C.[CH2:28](N(CC)CC)C.[CH:35](O)([CH3:37])[CH3:36]. No catalyst specified. The product is [ClH:17].[C:35]([O:27][C:25](=[O:26])[CH2:20][NH:19][C:6]1[C:5]([NH:4][C:1](=[O:3])[CH3:2])=[CH:10][N:9]=[C:8]([C:11]2[CH:16]=[CH:15][CH:14]=[CH:13][CH:12]=2)[N:7]=1)([CH3:37])([CH3:28])[CH3:36]. The yield is 0.807. (3) The reactants are [O:1]=[C:2]1[C:22]2[C:17](=[CH:18][CH:19]=[CH:20][CH:21]=2)[C:4]2([CH2:9][CH2:8][N:7](C(OC(C)(C)C)=O)[CH2:6][CH2:5]2)[CH2:3]1.CO.[ClH:25]. No catalyst specified. The product is [ClH:25].[NH:7]1[CH2:8][CH2:9][C:4]2([C:17]3[C:22](=[CH:21][CH:20]=[CH:19][CH:18]=3)[C:2](=[O:1])[CH2:3]2)[CH2:5][CH2:6]1. The yield is 0.976. (4) The reactants are [CH2:1]([N:4]1[CH:8]=[CH:7][N:6]=[C:5]1[C:9]1[S:10][CH:11]=[CH:12][C:13]=1[C:14]1[CH:19]=[CH:18][C:17]([Cl:20])=[CH:16][C:15]=1[Cl:21])[CH:2]=[CH2:3].C([Li])CCC.CCCCCC.[CH2:33]([Sn:37](Cl)([CH2:42][CH2:43][CH2:44][CH3:45])[CH2:38][CH2:39][CH2:40][CH3:41])[CH2:34][CH2:35][CH3:36]. The catalyst is C1COCC1. The yield is 0.710. The product is [CH2:1]([N:4]1[CH:8]=[CH:7][N:6]=[C:5]1[C:9]1[S:10][C:11]([Sn:37]([CH2:38][CH2:39][CH2:40][CH3:41])([CH2:42][CH2:43][CH2:44][CH3:45])[CH2:33][CH2:34][CH2:35][CH3:36])=[CH:12][C:13]=1[C:14]1[CH:19]=[CH:18][C:17]([Cl:20])=[CH:16][C:15]=1[Cl:21])[CH:2]=[CH2:3]. (5) The reactants are [CH3:1][N:2]1[CH:6]=[C:5]([C:7]2[N:15]=[CH:14][C:13]3[N:12](COCC[Si](C)(C)C)[C:11]4[N:24]=[CH:25][CH:26]=[C:27]([O:28][C@@H:29]5[CH2:34][CH2:33][CH2:32][N:31](C(OC(C)(C)C)=O)[CH2:30]5)[C:10]=4[C:9]=3[CH:8]=2)[CH:4]=[N:3]1.Br.[OH-].[Na+].Cl. The catalyst is O1CCOCC1. The product is [NH:31]1[CH2:32][CH2:33][CH2:34][C@@H:29]([O:28][C:27]2[C:10]3[C:9]4[CH:8]=[C:7]([C:5]5[CH:4]=[N:3][N:2]([CH3:1])[CH:6]=5)[N:15]=[CH:14][C:13]=4[NH:12][C:11]=3[N:24]=[CH:25][CH:26]=2)[CH2:30]1. The yield is 0.300. (6) The reactants are [C:1]1([CH2:7][C:8](O)=[O:9])[CH:6]=[CH:5][CH:4]=[CH:3][CH:2]=1.[H-].[Al+3].[Li+].[H-].[H-].[H-].O. The catalyst is O1CCCC1. The product is [C:1]1([CH2:7][CH2:8][OH:9])[CH:6]=[CH:5][CH:4]=[CH:3][CH:2]=1. The yield is 0.890. (7) The reactants are [Br:1]N1C(=O)CCC1=O.[Cl:9][C:10]1[C:11]2[N:12]([C:16]([C@H:19]3[CH2:28][N:27]4[C@@H:22]([CH2:23][O:24][CH2:25][C:26]4=[O:29])[CH2:21][CH2:20]3)=[N:17][CH:18]=2)[CH:13]=[CH:14][N:15]=1. The catalyst is CN(C)C=O. The product is [Br:1][C:18]1[N:17]=[C:16]([C@H:19]2[CH2:28][N:27]3[C@@H:22]([CH2:23][O:24][CH2:25][C:26]3=[O:29])[CH2:21][CH2:20]2)[N:12]2[CH:13]=[CH:14][N:15]=[C:10]([Cl:9])[C:11]=12. The yield is 1.00. (8) The reactants are [H-].[Na+].[Cl:3][C:4]1[C:13]2[C:8](=[CH:9][CH:10]=[CH:11][CH:12]=2)[C:7]([OH:14])=[CH:6][N:5]=1.[CH2:15](Br)[CH:16]=[CH2:17]. The catalyst is CN(C=O)C.C(OCC)(=O)C. The product is [CH2:17]([O:14][C:7]1[C:8]2[C:13](=[CH:12][CH:11]=[CH:10][CH:9]=2)[C:4]([Cl:3])=[N:5][CH:6]=1)[CH:16]=[CH2:15]. The yield is 0.830. (9) The yield is 0.400. The catalyst is C(Cl)Cl. The reactants are [CH2:1]([N:8]1[CH2:13][CH2:12][N:11]([CH2:14][C:15]2[CH:20]=[CH:19][CH:18]=[CH:17][CH:16]=2)[CH2:10][CH:9]1[CH2:21]O)[C:2]1[CH:7]=[CH:6][CH:5]=[CH:4][CH:3]=1.CCN(S(F)(F)[F:29])CC. The product is [CH2:1]([N:8]1[CH2:13][CH2:12][N:11]([CH2:14][C:15]2[CH:20]=[CH:19][CH:18]=[CH:17][CH:16]=2)[CH2:10][CH:9]1[CH2:21][F:29])[C:2]1[CH:7]=[CH:6][CH:5]=[CH:4][CH:3]=1. (10) The reactants are [CH2:1]([O:8][CH:9]1[CH2:13][N:12](C(OC(C)(C)C)=O)[CH2:11][C:10]1([F:22])[F:21])[C:2]1[CH:7]=[CH:6][CH:5]=[CH:4][CH:3]=1.[ClH:23].CCOCC. No catalyst specified. The product is [ClH:23].[CH2:1]([O:8][CH:9]1[CH2:13][NH:12][CH2:11][C:10]1([F:22])[F:21])[C:2]1[CH:3]=[CH:4][CH:5]=[CH:6][CH:7]=1. The yield is 0.740.